Task: Predict the product of the given reaction.. Dataset: Forward reaction prediction with 1.9M reactions from USPTO patents (1976-2016) (1) Given the reactants Cl.[NH2:2][C@@H:3]([CH2:33][C:34]1[CH:39]=[CH:38][CH:37]=[CH:36][CH:35]=1)[C:4]([N:6]1[CH2:11][CH2:10][CH:9]([N:12]2[N:21]=[C:20]([C:22]3[CH:27]=[CH:26][C:25]([O:28][CH3:29])=[C:24]([O:30][CH3:31])[CH:23]=3)[C@H:19]3[C@H:14]([CH2:15][CH2:16][CH2:17][CH2:18]3)[C:13]2=[O:32])[CH2:8][CH2:7]1)=[O:5].[CH:40]1([CH2:43][O:44][C:45]2[CH:53]=[CH:52][C:48]3[O:49][CH2:50][O:51][C:47]=3[C:46]=2[C:54]2[C:55]3[NH:62][CH:61]=[C:60]([C:63](O)=[O:64])[C:56]=3[N:57]=[CH:58][N:59]=2)[CH2:42][CH2:41]1.CN(C(ON1N=NC2C=CC=NC1=2)=[N+](C)C)C.F[P-](F)(F)(F)(F)F.CCN(C(C)C)C(C)C.C(=O)(O)[O-].[Na+], predict the reaction product. The product is: [CH:40]1([CH2:43][O:44][C:45]2[CH:53]=[CH:52][C:48]3[O:49][CH2:50][O:51][C:47]=3[C:46]=2[C:54]2[C:55]3[NH:62][CH:61]=[C:60]([C:63]([NH:2][C@@H:3]([CH2:33][C:34]4[CH:35]=[CH:36][CH:37]=[CH:38][CH:39]=4)[C:4]([N:6]4[CH2:7][CH2:8][CH:9]([N:12]5[N:21]=[C:20]([C:22]6[CH:27]=[CH:26][C:25]([O:28][CH3:29])=[C:24]([O:30][CH3:31])[CH:23]=6)[C@H:19]6[C@H:14]([CH2:15][CH2:16][CH2:17][CH2:18]6)[C:13]5=[O:32])[CH2:10][CH2:11]4)=[O:5])=[O:64])[C:56]=3[N:57]=[CH:58][N:59]=2)[CH2:41][CH2:42]1. (2) Given the reactants [NH2:1][CH2:2][CH2:3][C@H:4]([N:6]1[CH2:11][CH2:10][CH:9]([NH:12][C:13]2[CH:18]=[CH:17][C:16]([O:19][Si:20]([C:23]([CH3:26])([CH3:25])[CH3:24])([CH3:22])[CH3:21])=[CH:15][CH:14]=2)[CH2:8][CH2:7]1)[CH3:5].[CH3:27][C:28]1[C:33]([C:34](O)=[O:35])=[C:32]([CH3:37])[N:31]=[CH:30][N:29]=1, predict the reaction product. The product is: [C:23]([Si:20]([CH3:21])([CH3:22])[O:19][C:16]1[CH:15]=[CH:14][C:13]([NH:12][CH:9]2[CH2:10][CH2:11][N:6]([C@H:4]([CH3:5])[CH2:3][CH2:2][NH:1][C:34]([C:33]3[C:28]([CH3:27])=[N:29][CH:30]=[N:31][C:32]=3[CH3:37])=[O:35])[CH2:7][CH2:8]2)=[CH:18][CH:17]=1)([CH3:25])([CH3:24])[CH3:26]. (3) Given the reactants Cl[C:2]1[CH:3]=[CH:4][C:5]([N+:9]([O-:11])=[O:10])=[C:6]([CH:8]=1)[NH2:7].[CH3:12][O:13][CH2:14][CH2:15][NH:16][CH3:17].C(=O)([O-])[O-].[K+].[K+].O, predict the reaction product. The product is: [CH3:12][O:13][CH2:14][CH2:15][N:16]([CH3:17])[C:2]1[CH:3]=[CH:4][C:5]([N+:9]([O-:11])=[O:10])=[C:6]([NH2:7])[CH:8]=1. (4) Given the reactants [Br:1]Br.[CH3:3][C:4]1[C:9]([O:10][CH3:11])=[CH:8][CH:7]=[CH:6][C:5]=1[CH2:12][CH2:13][NH2:14], predict the reaction product. The product is: [Br:1][C:6]1[C:5]([CH2:12][CH2:13][NH2:14])=[C:4]([CH3:3])[C:9]([O:10][CH3:11])=[CH:8][CH:7]=1. (5) Given the reactants [CH3:1][O:2][C:3]1[CH:11]=[CH:10][C:6]([C:7](Cl)=[O:8])=[CH:5][CH:4]=1.[NH2:12][C:13]1[S:14][C:15]([N:26]2[CH:30]=[N:29][CH:28]=[N:27]2)=[C:16]([C:18]2[CH:19]=[C:20]([CH:23]=[CH:24][CH:25]=2)[C:21]#[N:22])[N:17]=1, predict the reaction product. The product is: [C:21]([C:20]1[CH:19]=[C:18]([C:16]2[N:17]=[C:13]([NH:12][C:7](=[O:8])[C:6]3[CH:10]=[CH:11][C:3]([O:2][CH3:1])=[CH:4][CH:5]=3)[S:14][C:15]=2[N:26]2[CH:30]=[N:29][CH:28]=[N:27]2)[CH:25]=[CH:24][CH:23]=1)#[N:22]. (6) Given the reactants [CH3:1][C:2]([S@:5]([NH2:7])=[O:6])([CH3:4])[CH3:3].[Cl:8][C:9]1[CH:16]=[CH:15][C:14]([Cl:17])=[CH:13][C:10]=1C=O, predict the reaction product. The product is: [CH3:1][C:2]([S@:5]([NH:7][C:15]1[CH:16]=[C:9]([Cl:8])[CH:10]=[CH:13][C:14]=1[Cl:17])=[O:6])([CH3:4])[CH3:3]. (7) Given the reactants C([C:3]1([C:19]([O-:21])=[O:20])[O:7][C:6]2=[C:8]([O:16]C)[CH:9]=[CH:10][C:11](C)([C:12]([O-:14])=[O:13])[C:5]2=[C:4]1[CH3:18])C.CN(C)P(=O)(N(C)C)N(C)C.O.[C:34]1(C)C=CC=C[CH:35]=1, predict the reaction product. The product is: [CH2:34]([O:21][C:19]([C:3]1[O:7][C:6]2[C:8]([OH:16])=[CH:9][CH:10]=[C:11]([C:12]([OH:14])=[O:13])[C:5]=2[C:4]=1[CH3:18])=[O:20])[CH3:35]. (8) Given the reactants O.NN.[O:4]=[S:5]1(=[O:23])[CH2:10][CH2:9][CH:8]([CH2:11][N:12]2C(=O)C3C(=CC=CC=3)C2=O)[CH2:7][CH2:6]1, predict the reaction product. The product is: [O:4]=[S:5]1(=[O:23])[CH2:10][CH2:9][CH:8]([CH2:11][NH2:12])[CH2:7][CH2:6]1. (9) Given the reactants Cl[C:2]1[CH:7]=[C:6]([CH3:8])[N:5]2[C:9]([C:12]3[CH:17]=[CH:16][CH:15]=[CH:14][C:13]=3[Cl:18])=[N:10][N:11]=[C:4]2[CH:3]=1.[CH:19]1([NH:22][C:23](=[O:40])[C:24]2[CH:29]=[CH:28][C:27]([CH3:30])=[C:26](B3OC(C)(C)C(C)(C)O3)[CH:25]=2)[CH2:21][CH2:20]1.O.C(=O)([O-])[O-].[Na+].[Na+], predict the reaction product. The product is: [Cl:18][C:13]1[CH:14]=[CH:15][CH:16]=[CH:17][C:12]=1[C:9]1[N:5]2[C:6]([CH3:8])=[CH:7][C:2]([C:26]3[CH:25]=[C:24]([CH:29]=[CH:28][C:27]=3[CH3:30])[C:23]([NH:22][CH:19]3[CH2:20][CH2:21]3)=[O:40])=[CH:3][C:4]2=[N:11][N:10]=1. (10) Given the reactants [CH3:1][O:2][C:3](=[O:16])[C:4]1[C:9]([N+:10]([O-:12])=[O:11])=[CH:8][CH:7]=[C:6]([O:13][CH3:14])[C:5]=1[CH3:15].[Br:17]N1C(=O)CCC1=O, predict the reaction product. The product is: [CH3:1][O:2][C:3](=[O:16])[C:4]1[C:9]([N+:10]([O-:12])=[O:11])=[CH:8][CH:7]=[C:6]([O:13][CH3:14])[C:5]=1[CH2:15][Br:17].